From a dataset of Reaction yield outcomes from USPTO patents with 853,638 reactions. Predict the reaction yield, written as a fraction of the theoretical maximum amount of product (1.0 means a 100% yield; for example, 0.34 means a 34% yield). The reactants are [Cl:1][C:2]1[C:7]([CH3:8])=[CH:6][CH:5]=[CH:4][N+:3]=1[O-].C(N(CC)CC)C.P(Cl)(Cl)([Cl:19])=O.[OH-].[Na+]. The catalyst is ClCCl.O. The product is [Cl:1][C:2]1[C:7]([CH3:8])=[CH:6][CH:5]=[C:4]([Cl:19])[N:3]=1. The yield is 0.210.